From a dataset of Forward reaction prediction with 1.9M reactions from USPTO patents (1976-2016). Predict the product of the given reaction. (1) The product is: [CH2:15]([O:9][C:8](=[O:10])[C:7]1[CH:11]=[CH:12][C:4]([C:1](=[O:3])[CH3:2])=[C:5]([OH:13])[CH:6]=1)[CH3:16]. Given the reactants [C:1]([C:4]1[CH:12]=[CH:11][C:7]([C:8]([OH:10])=[O:9])=[CH:6][C:5]=1[OH:13])(=[O:3])[CH3:2].Cl.[CH2:15](O)[CH3:16], predict the reaction product. (2) The product is: [F:29][C:19]1[C:20]([O:27][CH3:28])=[CH:21][C:22]([O:25][CH3:26])=[C:23]([F:24])[C:18]=1[N:9]1[CH2:8][C:7]2[CH:6]=[N:5][C:4]3[N:30]([CH2:33][O:34][CH2:35][CH2:36][Si:37]([CH3:38])([CH3:39])[CH3:40])[CH:31]=[CH:32][C:3]=3[C:2]=2[CH2:11][C:10]1=[O:17]. Given the reactants Cl[C:2]1[C:7]([CH2:8][N:9]([C:18]2[C:23]([F:24])=[C:22]([O:25][CH3:26])[CH:21]=[C:20]([O:27][CH3:28])[C:19]=2[F:29])[C:10](=[O:17])[CH2:11]C(OCC)=O)=[CH:6][N:5]=[C:4]2[N:30]([CH2:33][O:34][CH2:35][CH2:36][Si:37]([CH3:40])([CH3:39])[CH3:38])[CH:31]=[CH:32][C:3]=12.C[Si]([N-][Si](C)(C)C)(C)C.[Na+], predict the reaction product. (3) Given the reactants [F:1][C:2]1[CH:7]=[C:6]([I:8])[CH:5]=[CH:4][C:3]=1[NH:9][C:10]1[CH:15]=[C:14](F)[CH:13]=[C:12]([F:17])[C:11]=1[N+:18]([O-])=O.[O-]S(S([O-])=O)=O.[Na+].[Na+].[CH2:29]([OH:31])C, predict the reaction product. The product is: [F:17][C:12]1[CH:13]=[C:14]([O:31][CH3:29])[CH:15]=[C:10]([NH:9][C:3]2[CH:4]=[CH:5][C:6]([I:8])=[CH:7][C:2]=2[F:1])[C:11]=1[NH2:18]. (4) Given the reactants CC(OI1(OC(C)=O)(OC(C)=O)OC(=O)C2C=CC=CC1=2)=O.[CH2:23]([N:30]([CH2:45][CH:46]([OH:48])[CH3:47])[C:31]([CH:33]1[C:36]2[CH:37]=[CH:38][CH:39]=[C:40]([C:41]([F:44])([F:43])[F:42])[C:35]=2[CH2:34]1)=[O:32])[C:24]1[CH:29]=[CH:28][CH:27]=[CH:26][CH:25]=1.C([O-])(O)=O.[Na+].C(OCC)(=O)C, predict the reaction product. The product is: [CH2:23]([N:30]([CH2:45][C:46](=[O:48])[CH3:47])[C:31]([CH:33]1[C:36]2[CH:37]=[CH:38][CH:39]=[C:40]([C:41]([F:42])([F:43])[F:44])[C:35]=2[CH2:34]1)=[O:32])[C:24]1[CH:25]=[CH:26][CH:27]=[CH:28][CH:29]=1. (5) Given the reactants ClC1NC2C=C(Cl)C(Cl)=CC=2N=1.C([O-])([O-])=O.[K+].[K+].CN(C)S(Cl)(=O)=O.[CH3:26][N:27]([CH3:43])[S:28]([N:31]1[C:35]2[CH:36]=[C:37]([Cl:41])[C:38]([Cl:40])=[CH:39][C:34]=2[N:33]=[C:32]1Cl)(=[O:30])=[O:29].[CH2:44]([O:46][C:47]([C:49]1[CH:50]=[N:51][NH:52][CH:53]=1)=[O:48])[CH3:45], predict the reaction product. The product is: [CH2:44]([O:46][C:47]([C:49]1[CH:50]=[N:51][N:52]([C:32]2[N:31]([S:28](=[O:30])(=[O:29])[N:27]([CH3:43])[CH3:26])[C:35]3[CH:36]=[C:37]([Cl:41])[C:38]([Cl:40])=[CH:39][C:34]=3[N:33]=2)[CH:53]=1)=[O:48])[CH3:45]. (6) The product is: [Br:16][C:13]1[CH:14]=[CH:15][C:10]([CH:8]2[N:7]([C:18]3[CH:23]=[CH:22][CH:21]=[CH:20][C:19]=3[Cl:24])[N:6]=[C:5]([C:3]([OH:4])=[O:2])[CH2:9]2)=[C:11]([F:17])[CH:12]=1. Given the reactants C[O:2][C:3]([C:5]1[CH2:9][CH:8]([C:10]2[CH:15]=[CH:14][C:13]([Br:16])=[CH:12][C:11]=2[F:17])[N:7]([C:18]2[CH:23]=[CH:22][CH:21]=[CH:20][C:19]=2[Cl:24])[N:6]=1)=[O:4].[OH-].[K+].CO, predict the reaction product.